Dataset: Reaction yield outcomes from USPTO patents with 853,638 reactions. Task: Predict the reaction yield, written as a fraction of the theoretical maximum amount of product (1.0 means a 100% yield; for example, 0.34 means a 34% yield). (1) The reactants are CO[C:3]([C:5]1[NH:6][N:7]=[C:8]([O:10][CH2:11][C:12]2[C:13]([C:18]3[CH:23]=[CH:22][CH:21]=[CH:20][CH:19]=3)=[N:14][O:15][C:16]=2[CH3:17])[CH:9]=1)=[O:4].[NH2:24][CH:25]1[CH2:30][CH2:29][O:28][CH2:27][CH2:26]1. The yield is 0.430. No catalyst specified. The product is [O:28]1[CH2:29][CH2:30][CH:25]([NH:24][C:3]([C:5]2[NH:6][N:7]=[C:8]([O:10][CH2:11][C:12]3[C:13]([C:18]4[CH:19]=[CH:20][CH:21]=[CH:22][CH:23]=4)=[N:14][O:15][C:16]=3[CH3:17])[CH:9]=2)=[O:4])[CH2:26][CH2:27]1. (2) The reactants are [CH2:1]([O:3][C:4](=[O:27])[CH2:5][CH2:6][C@@H:7]([NH:19]C(OC(C)(C)C)=O)[CH2:8][S:9][CH2:10][C:11]1[CH:16]=[CH:15][C:14]([O:17][CH3:18])=[CH:13][CH:12]=1)[CH3:2].[ClH:28].C(OCC)(=O)C. The catalyst is ClCCl. The product is [ClH:28].[CH2:1]([O:3][C:4](=[O:27])[CH2:5][CH2:6][C@@H:7]([NH2:19])[CH2:8][S:9][CH2:10][C:11]1[CH:12]=[CH:13][C:14]([O:17][CH3:18])=[CH:15][CH:16]=1)[CH3:2]. The yield is 0.960. (3) The reactants are [CH3:1][C:2]1[CH:7]=[C:6]([CH3:8])[CH:5]=[C:4]([CH3:9])[C:3]=1[C:10]1[CH:15]=[CH:14][CH:13]=[C:12]([CH:16]=[O:17])[CH:11]=1.[BH4-].[Na+].C(O)(=O)CC(CC(O)=O)(C(O)=O)O. The catalyst is C(O)C. The product is [CH3:9][C:4]1[CH:5]=[C:6]([CH3:8])[CH:7]=[C:2]([CH3:1])[C:3]=1[C:10]1[CH:15]=[CH:14][CH:13]=[C:12]([CH2:16][OH:17])[CH:11]=1. The yield is 0.700. (4) The reactants are [NH2:1][C:2]1[CH:7]=[C:6]([C:8]2[S:9][CH:10]=[CH:11][CH:12]=2)[CH:5]=[CH:4][C:3]=1[NH:13][C:14](=[O:20])[O:15][C:16]([CH3:19])([CH3:18])[CH3:17].Cl[C:22]([O:24][CH2:25][CH3:26])=[O:23]. The catalyst is ClCCl.CN(C1C=CN=CC=1)C.O. The product is [S:9]1[CH:10]=[CH:11][CH:12]=[C:8]1[C:6]1[CH:5]=[CH:4][C:3]([NH:13][C:14](=[O:20])[O:15][C:16]([CH3:17])([CH3:19])[CH3:18])=[C:2]([NH:1][C:22](=[O:23])[O:24][CH2:25][CH3:26])[CH:7]=1. The yield is 0.440. (5) The reactants are Br[CH2:2][C:3]([C:5]1[CH:10]=[CH:9][CH:8]=[C:7]([Br:11])[CH:6]=1)=[O:4].[NH:12]1[CH:16]=[CH:15][N:14]=[CH:13]1. The catalyst is O1CCOCC1. The product is [Br:11][C:7]1[CH:6]=[C:5]([C:3](=[O:4])[CH2:2][N:12]2[CH:16]=[CH:15][N:14]=[CH:13]2)[CH:10]=[CH:9][CH:8]=1. The yield is 0.680. (6) The reactants are Cl[C:2]1[C:11]2[C:6](=[CH:7][C:8]([Cl:12])=[CH:9][CH:10]=2)[N:5]=[CH:4][CH:3]=1.N[CH2:14][CH2:15][CH2:16][C:17]([OH:19])=[O:18].C1(O)C=CC=CC=1. No catalyst specified. The product is [Cl:12][C:8]1[CH:7]=[C:6]2[C:11]([C:2]([CH2:14][CH2:15][CH2:16][C:17]([OH:19])=[O:18])=[CH:3][CH:4]=[N:5]2)=[CH:10][CH:9]=1. The yield is 0.820. (7) The reactants are [O:1]1[C:5]2[CH:6]=[CH:7][CH:8]=[CH:9][C:4]=2[CH:3]=[C:2]1[CH2:10]O.N1C=CC=CC=1.P(Br)(Br)[Br:19]. The catalyst is C1(C)C=CC=CC=1. The product is [Br:19][CH2:10][C:2]1[O:1][C:5]2[CH:6]=[CH:7][CH:8]=[CH:9][C:4]=2[CH:3]=1. The yield is 0.550.